Dataset: Catalyst prediction with 721,799 reactions and 888 catalyst types from USPTO. Task: Predict which catalyst facilitates the given reaction. (1) Reactant: [C:1]([N:8]1[CH:12]=[CH:11][N:10]=[CH:9]1)(N1C=CN=C1)=[O:2].[NH2:13][C:14]1[C:15]([C:19]2[N:20]([CH2:31][CH3:32])[C:21]3[C:26](C(O)=O)=[CH:25][N:24]=[CH:23][C:22]=3[N:30]=2)=[N:16][O:17][N:18]=1.CCOCC. Product: [NH2:13][C:14]1[C:15]([C:19]2[N:20]([CH2:31][CH3:32])[C:21]3[C:26]([C:1]([N:8]4[CH:12]=[CH:11][N:10]=[CH:9]4)=[O:2])=[CH:25][N:24]=[CH:23][C:22]=3[N:30]=2)=[N:16][O:17][N:18]=1. The catalyst class is: 3. (2) Reactant: [CH3:1][C:2]1[C:7]([C:8]([F:11])([F:10])[F:9])=[CH:6][CH:5]=[CH:4][C:3]=1[N+:12]([O-:14])=[O:13].[Br:15]N1C(C)(C)C(=O)N(Br)C1=O. Product: [Br:15][C:5]1[CH:6]=[C:7]([C:8]([F:11])([F:10])[F:9])[C:2]([CH3:1])=[C:3]([N+:12]([O-:14])=[O:13])[CH:4]=1. The catalyst class is: 65. (3) Reactant: [CH3:1][O:2][C:3]1[CH:8]=[CH:7][C:6]([C:9]2[O:13][C:12]([C:14]3[CH:22]=[C:21]4[C:17]([CH:18]=[C:19]([C:23]5[C:28]([CH3:29])=[CH:27][C:26]([CH2:30][CH2:31][C:32]([O:34]C)=[O:33])=[CH:25][C:24]=5[CH3:36])[NH:20]4)=[CH:16][CH:15]=3)=[N:11][N:10]=2)=[CH:5][CH:4]=1.[OH-].[Na+]. Product: [CH3:1][O:2][C:3]1[CH:8]=[CH:7][C:6]([C:9]2[O:13][C:12]([C:14]3[CH:22]=[C:21]4[C:17]([CH:18]=[C:19]([C:23]5[C:28]([CH3:29])=[CH:27][C:26]([CH2:30][CH2:31][C:32]([OH:34])=[O:33])=[CH:25][C:24]=5[CH3:36])[NH:20]4)=[CH:16][CH:15]=3)=[N:11][N:10]=2)=[CH:5][CH:4]=1. The catalyst class is: 799. (4) Reactant: [Cl:1][C:2]1[C:3]([F:29])=[CH:4][C:5]([C:27]#[N:28])=[C:6]([CH:26]=1)[O:7][C@@H:8]([C:20]1[N:21]([CH3:25])[CH:22]=[CH:23][N:24]=1)[CH2:9][CH2:10][CH2:11][NH:12]C(=O)OC(C)(C)C. Product: [ClH:1].[NH2:12][CH2:11][CH2:10][CH2:9][C@@H:8]([O:7][C:6]1[CH:26]=[C:2]([Cl:1])[C:3]([F:29])=[CH:4][C:5]=1[C:27]#[N:28])[C:20]1[N:21]([CH3:25])[CH:22]=[CH:23][N:24]=1. The catalyst class is: 89. (5) Reactant: [N:1]1[C:10]2[C:5](=[CH:6][CH:7]=[CH:8][CH:9]=2)[CH:4]=[C:3]([CH:11]=[CH:12][C:13]([O-])=[O:14])[CH:2]=1.[H-].C([Al+]CC(C)C)C(C)C. Product: [N:1]1[C:10]2[C:5](=[CH:6][CH:7]=[CH:8][CH:9]=2)[CH:4]=[C:3]([CH:11]=[CH:12][CH2:13][OH:14])[CH:2]=1. The catalyst class is: 2.